Dataset: Reaction yield outcomes from USPTO patents with 853,638 reactions. Task: Predict the reaction yield, written as a fraction of the theoretical maximum amount of product (1.0 means a 100% yield; for example, 0.34 means a 34% yield). (1) The reactants are [OH-].[K+].[CH2:3]([SH:5])[CH3:4].[CH3:6][O:7][C:8](=[O:26])[CH:9](Cl)[CH2:10][C:11]1[CH:16]=[CH:15][C:14]([O:17][CH2:18][C:19]2[CH:24]=[CH:23][CH:22]=[CH:21][CH:20]=2)=[CH:13][CH:12]=1.C(OCC)C. The catalyst is CO. The product is [CH3:6][O:7][C:8](=[O:26])[CH:9]([S:5][CH2:3][CH3:4])[CH2:10][C:11]1[CH:16]=[CH:15][C:14]([O:17][CH2:18][C:19]2[CH:24]=[CH:23][CH:22]=[CH:21][CH:20]=2)=[CH:13][CH:12]=1. The yield is 0.867. (2) The reactants are C(N(CC)CC)C.[N:8]([C:11]1[CH:18]=[CH:17][C:14]([C:15]#[N:16])=[C:13]([C:19]([F:22])([F:21])[F:20])[CH:12]=1)=[C:9]=[S:10].[CH3:23][C:24]1[CH:29]=[CH:28][C:27]([NH:30][C:31]2([C:37]#[N:38])[CH2:36][CH2:35][CH2:34][CH2:33][CH2:32]2)=[CH:26][CH:25]=1.ClCCl.CC(C)=O. The yield is 0.0800. The catalyst is C1COCC1. The product is [NH:38]=[C:37]1[C:31]2([CH2:36][CH2:35][CH2:34][CH2:33][CH2:32]2)[N:30]([C:27]2[CH:26]=[CH:25][C:24]([CH3:23])=[CH:29][CH:28]=2)[C:9](=[S:10])[N:8]1[C:11]1[CH:18]=[CH:17][C:14]([C:15]#[N:16])=[C:13]([C:19]([F:20])([F:22])[F:21])[CH:12]=1. (3) The reactants are C([O:3][C:4](=[O:24])[C:5]([O:8][C:9]1[CH:14]=[C:13]([O:15][CH3:16])[C:12]([CH:17]=[O:18])=[CH:11][C:10]=1[C:19]1[S:20][CH:21]=[CH:22][CH:23]=1)([CH3:7])[CH3:6])C.CO.[OH-].[Li+]. The catalyst is O1CCCC1.O. The product is [CH:17]([C:12]1[C:13]([O:15][CH3:16])=[CH:14][C:9]([O:8][C:5]([CH3:6])([CH3:7])[C:4]([OH:24])=[O:3])=[C:10]([C:19]2[S:20][CH:21]=[CH:22][CH:23]=2)[CH:11]=1)=[O:18]. The yield is 0.870. (4) The reactants are C([O:4][CH2:5][C:6]1[CH:7]=[C:8]2[CH:14]=[CH:13][O:12][C:9]2=[CH:10][N:11]=1)(=O)C.[OH-].[Na+]. The catalyst is O1CCOCC1.O. The product is [O:12]1[C:9]2=[CH:10][N:11]=[C:6]([CH2:5][OH:4])[CH:7]=[C:8]2[CH:14]=[CH:13]1. The yield is 0.700. (5) The reactants are C(=O)([O-])[O-].[Ca+2].C1(P(C2C=CC=CC=2)C2C=CC3C(=CC=CC=3)C=2C2C3C(=CC=CC=3)C=CC=2P(C2C=CC=CC=2)C2C=CC=CC=2)C=CC=CC=1.Br[C:53]1[CH:54]=[C:55]([C:59]2[C:68]3[C:63](=[CH:64][C:65]([O:74][CH3:75])=[C:66]4[O:71][C:70]([CH3:73])([CH3:72])[CH2:69][C:67]4=3)[CH2:62][C:61]([CH3:77])([CH3:76])[N:60]=2)[CH:56]=[CH:57][CH:58]=1.[NH2:78][C:79]1[CH:84]=[CH:83][CH:82]=[CH:81][CH:80]=1. The catalyst is C1(C)C=CC=CC=1.C([O-])(=O)C.[Pd+2].C([O-])(=O)C. The product is [C:79]1([NH:78][C:53]2[CH:58]=[CH:57][CH:56]=[C:55]([C:59]3[C:68]4[C:63](=[CH:64][C:65]([O:74][CH3:75])=[C:66]5[O:71][C:70]([CH3:73])([CH3:72])[CH2:69][C:67]5=4)[CH2:62][C:61]([CH3:77])([CH3:76])[N:60]=3)[CH:54]=2)[CH:84]=[CH:83][CH:82]=[CH:81][CH:80]=1. The yield is 0.420. (6) The reactants are Br[C:2]1[CH:3]=[C:4]([C:8]2([C:26]3[CH:31]=[C:30]([C:32]([F:35])([F:34])[F:33])[C:29](=[O:36])[N:28]([CH3:37])[CH:27]=3)[C:16]3[C:11](=[C:12]([F:17])[CH:13]=[CH:14][CH:15]=3)[C:10]([NH:18]C(=O)OC(C)(C)C)=[N:9]2)[CH:5]=[CH:6][CH:7]=1.[CH3:38][O:39][C:40]1[CH:41]=[N:42][CH:43]=[C:44](B(O)O)[CH:45]=1. No catalyst specified. The product is [NH2:18][C:10]1[C:11]2[C:16](=[CH:15][CH:14]=[CH:13][C:12]=2[F:17])[C:8]([C:26]2[CH:31]=[C:30]([C:32]([F:34])([F:33])[F:35])[C:29](=[O:36])[N:28]([CH3:37])[CH:27]=2)([C:4]2[CH:5]=[CH:6][CH:7]=[C:2]([C:44]3[CH:43]=[N:42][CH:41]=[C:40]([O:39][CH3:38])[CH:45]=3)[CH:3]=2)[N:9]=1. The yield is 0.190. (7) The reactants are [F:1][C:2]1[CH:7]=[CH:6][CH:5]=[C:4]([F:8])[C:3]=1[N:9]1[C:14]2[N:15]=[C:16](S(C)=O)[N:17]=[C:18]([C:19]3[CH:20]=[C:21]([CH:28]=[CH:29][C:30]=3[CH3:31])[C:22]([NH:24][CH2:25][CH2:26][CH3:27])=[O:23])[C:13]=2[CH2:12][NH:11][C:10]1=[O:35].[N:36]1([CH:42]2[CH2:47][CH2:46][NH:45][CH2:44][CH2:43]2)[CH2:41][CH2:40][CH2:39][CH2:38][CH2:37]1. The catalyst is C(Cl)Cl. The product is [N:36]1([CH:42]2[CH2:47][CH2:46][N:45]([C:16]3[N:17]=[C:18]([C:19]4[CH:20]=[C:21]([CH:28]=[CH:29][C:30]=4[CH3:31])[C:22]([NH:24][CH2:25][CH2:26][CH3:27])=[O:23])[C:13]4[CH2:12][NH:11][C:10](=[O:35])[N:9]([C:3]5[C:2]([F:1])=[CH:7][CH:6]=[CH:5][C:4]=5[F:8])[C:14]=4[N:15]=3)[CH2:44][CH2:43]2)[CH2:41][CH2:40][CH2:39][CH2:38][CH2:37]1. The yield is 0.630. (8) The reactants are C([O:8][C:9]1[CH:14]=[CH:13][C:12]([N:15]2[C:19]3=[N:20][CH:21]=[CH:22][CH:23]=[C:18]3[NH:17][C:16]2=[O:24])=[CH:11][CH:10]=1)C1C=CC=CC=1. The catalyst is CO.[Pd]. The product is [OH:8][C:9]1[CH:10]=[CH:11][C:12]([N:15]2[C:19]3=[N:20][CH:21]=[CH:22][CH:23]=[C:18]3[NH:17][C:16]2=[O:24])=[CH:13][CH:14]=1. The yield is 3.70. (9) The reactants are [CH3:1][O:2][C:3]([C:5]1[S:6][CH:7]=[CH:8][C:9]=1[NH2:10])=[O:4].[CH3:11][N:12]1[CH2:17][CH2:16][C:15](=O)[CH2:14][CH2:13]1.C(O[BH-](OC(=O)C)OC(=O)C)(=O)C.[Na+].C(O)(=O)C. The catalyst is ClC(Cl)C. The product is [CH3:1][O:2][C:3]([C:5]1[S:6][CH:7]=[CH:8][C:9]=1[NH:10][CH:15]1[CH2:16][CH2:17][N:12]([CH3:11])[CH2:13][CH2:14]1)=[O:4]. The yield is 0.180. (10) The reactants are [CH2:1]([N:8]1[CH2:13][CH2:12][CH2:11][CH:10](Cl)[CH2:9]1)[C:2]1[CH:7]=[CH:6][CH:5]=[CH:4][CH:3]=1.[NH:15]1[C:19]2=[N:20][CH:21]=[CH:22][CH:23]=[C:18]2[CH:17]=[CH:16]1.C(=O)([O-])[O-].[Cs+].[Cs+].O. The catalyst is CS(C)=O. The product is [CH2:1]([N:8]1[CH2:13][CH2:12][CH2:11][CH:10]1[CH2:9][N:15]1[C:19]2=[N:20][CH:21]=[CH:22][CH:23]=[C:18]2[CH:17]=[CH:16]1)[C:2]1[CH:3]=[CH:4][CH:5]=[CH:6][CH:7]=1. The yield is 0.600.